Dataset: Forward reaction prediction with 1.9M reactions from USPTO patents (1976-2016). Task: Predict the product of the given reaction. Given the reactants C1C(=O)N([Br:8])C(=O)C1.[CH3:9][C:10]1[CH:17]=[CH:16][C:13]([C:14]#[N:15])=[C:12]([Br:18])[CH:11]=1, predict the reaction product. The product is: [Br:18][C:12]1[CH:11]=[C:10]([CH2:9][Br:8])[CH:17]=[CH:16][C:13]=1[C:14]#[N:15].